This data is from NCI-60 drug combinations with 297,098 pairs across 59 cell lines. The task is: Regression. Given two drug SMILES strings and cell line genomic features, predict the synergy score measuring deviation from expected non-interaction effect. Drug 1: CC(C1=C(C=CC(=C1Cl)F)Cl)OC2=C(N=CC(=C2)C3=CN(N=C3)C4CCNCC4)N. Drug 2: C1=C(C(=O)NC(=O)N1)F. Cell line: PC-3. Synergy scores: CSS=38.5, Synergy_ZIP=3.05, Synergy_Bliss=3.12, Synergy_Loewe=5.04, Synergy_HSA=5.40.